This data is from Full USPTO retrosynthesis dataset with 1.9M reactions from patents (1976-2016). The task is: Predict the reactants needed to synthesize the given product. (1) Given the product [F:1][C:2]1[CH:7]=[C:6]([F:8])[CH:5]=[CH:4][C:3]=1[N:9]1[C:13]([C:14]2[S:23][C:22]3[C:21]4[N:24]=[C:25]([N:28]5[CH2:29][CH2:30][N:31]([C:43](=[O:45])[CH3:44])[CH2:32][CH2:33]5)[CH:26]=[CH:27][C:20]=4[O:19][CH2:18][CH2:17][C:16]=3[CH:15]=2)=[N:12][CH:11]=[N:10]1, predict the reactants needed to synthesize it. The reactants are: [F:1][C:2]1[CH:7]=[C:6]([F:8])[CH:5]=[CH:4][C:3]=1[N:9]1[C:13]([C:14]2[S:23][C:22]3[C:21]4[N:24]=[C:25]([N:28]5[CH2:33][CH2:32][NH:31][CH2:30][CH2:29]5)[CH:26]=[CH:27][C:20]=4[O:19][CH2:18][CH2:17][C:16]=3[CH:15]=2)=[N:12][CH:11]=[N:10]1.CCN(C(C)C)C(C)C.[C:43](Cl)(=[O:45])[CH3:44].C(Cl)Cl.CCOC(C)=O. (2) Given the product [F:15][C:16]1[CH:17]=[C:18]([O:22][CH3:23])[CH:19]=[CH:20][C:21]=1[C:10]([C:9]1[CH:13]=[CH:14][C:6]([F:5])=[CH:7][CH:8]=1)=[O:11], predict the reactants needed to synthesize it. The reactants are: [Cl-].[Cl-].[Cl-].[Al+3].[F:5][C:6]1[CH:14]=[CH:13][C:9]([C:10](Cl)=[O:11])=[CH:8][CH:7]=1.[F:15][C:16]1[CH:17]=[C:18]([O:22][CH3:23])[CH:19]=[CH:20][CH:21]=1. (3) Given the product [C:1]([C:3]1[CH:4]=[C:5]2[N:11]=[C:10]([C:12]([C:14]3[C:22]([O:23][CH3:24])=[CH:21][C:20]([CH3:25])=[C:19]4[C:15]=3[CH:16]=[CH:17][N:18]4[C:26]([O:28][C:29]([CH3:30])([CH3:31])[CH3:32])=[O:27])([OH:13])[CH3:41])[N:9]([CH2:33][O:34][CH2:35][CH2:36][Si:37]([CH3:38])([CH3:39])[CH3:40])[C:6]2=[N:7][CH:8]=1)#[N:2], predict the reactants needed to synthesize it. The reactants are: [C:1]([C:3]1[CH:4]=[C:5]2[N:11]=[C:10]([C:12]([C:14]3[C:22]([O:23][CH3:24])=[CH:21][C:20]([CH3:25])=[C:19]4[C:15]=3[CH:16]=[CH:17][N:18]4[C:26]([O:28][C:29]([CH3:32])([CH3:31])[CH3:30])=[O:27])=[O:13])[N:9]([CH2:33][O:34][CH2:35][CH2:36][Si:37]([CH3:40])([CH3:39])[CH3:38])[C:6]2=[N:7][CH:8]=1)#[N:2].[CH3:41][Mg]I. (4) Given the product [N:66]([CH:4]([C:6]1[N:10]([C:11]2[CH:16]=[CH:15][C:14]([O:17][CH3:18])=[CH:13][CH:12]=2)[N:9]=[CH:8][CH:7]=1)[CH:3]([CH2:19][CH3:20])[CH2:1][CH3:2])=[N+:67]=[N-:68], predict the reactants needed to synthesize it. The reactants are: [CH2:1]([CH:3]([CH2:19][CH3:20])[CH:4]([C:6]1[N:10]([C:11]2[CH:16]=[CH:15][C:14]([O:17][CH3:18])=[CH:13][CH:12]=2)[N:9]=[CH:8][CH:7]=1)O)[CH3:2].C1(P(C2C=CC=CC=2)C2C=CC=CC=2)C=CC=CC=1.N(C(OCC)=O)=NC(OCC)=O.C1(P([N:66]=[N+:67]=[N-:68])(C2C=CC=CC=2)=O)C=CC=CC=1.